This data is from NCI-60 drug combinations with 297,098 pairs across 59 cell lines. The task is: Regression. Given two drug SMILES strings and cell line genomic features, predict the synergy score measuring deviation from expected non-interaction effect. Drug 1: CC1=C(C=C(C=C1)NC2=NC=CC(=N2)N(C)C3=CC4=NN(C(=C4C=C3)C)C)S(=O)(=O)N.Cl. Drug 2: CC=C1C(=O)NC(C(=O)OC2CC(=O)NC(C(=O)NC(CSSCCC=C2)C(=O)N1)C(C)C)C(C)C. Cell line: SF-295. Synergy scores: CSS=25.2, Synergy_ZIP=-2.07, Synergy_Bliss=-0.729, Synergy_Loewe=-0.753, Synergy_HSA=-0.618.